Predict which catalyst facilitates the given reaction. From a dataset of Catalyst prediction with 721,799 reactions and 888 catalyst types from USPTO. (1) The catalyst class is: 10. Product: [CH3:23][O:24][C:25]1[CH:30]=[CH:29][C:28]([NH:31][C:2]2[N:7]=[CH:6][N:5]=[C:4]([C:8]3[CH:9]=[CH:10][C:11]([O:16][CH:17]4[CH2:22][CH2:21][O:20][CH2:19][CH2:18]4)=[C:12]([CH:15]=3)[C:13]#[N:14])[N:3]=2)=[CH:27][CH:26]=1. Reactant: Cl[C:2]1[N:7]=[CH:6][N:5]=[C:4]([C:8]2[CH:9]=[CH:10][C:11]([O:16][CH:17]3[CH2:22][CH2:21][O:20][CH2:19][CH2:18]3)=[C:12]([CH:15]=2)[C:13]#[N:14])[N:3]=1.[CH3:23][O:24][C:25]1[CH:30]=[CH:29][C:28]([NH2:31])=[CH:27][CH:26]=1.C(N(CC)C(C)C)(C)C. (2) Reactant: [C:1](=O)([O-])[O-].[K+].[K+].IC.[CH3:9][C:10]([NH:18][C:19]([C:21]1[N:22]=[C:23]([S:29][CH3:30])[S:24][C:25]=1[C:26]([OH:28])=[O:27])=[O:20])([C:12]1[CH:17]=[CH:16][CH:15]=[CH:14][CH:13]=1)[CH3:11]. Product: [CH3:11][C:10]([NH:18][C:19]([C:21]1[N:22]=[C:23]([S:29][CH3:30])[S:24][C:25]=1[C:26]([O:28][CH3:1])=[O:27])=[O:20])([C:12]1[CH:17]=[CH:16][CH:15]=[CH:14][CH:13]=1)[CH3:9]. The catalyst class is: 3.